Task: Predict the reactants needed to synthesize the given product.. Dataset: Full USPTO retrosynthesis dataset with 1.9M reactions from patents (1976-2016) Given the product [Si:5]([O:8][CH2:9][C:10]1[C:11]([F:18])=[C:12]([C:16]#[C:17][C:31]([O:33][CH2:34][C:35]2[CH:40]=[CH:39][CH:38]=[CH:37][CH:36]=2)=[O:32])[CH:13]=[CH:14][CH:15]=1)([C:1]([CH3:4])([CH3:3])[CH3:2])([CH3:7])[CH3:6], predict the reactants needed to synthesize it. The reactants are: [C:1]([Si:5]([O:8][CH2:9][C:10]1[CH:15]=[CH:14][CH:13]=[C:12]([C:16]#[CH:17])[C:11]=1[F:18])([CH3:7])[CH3:6])([CH3:4])([CH3:3])[CH3:2].C([Li])CCC.CCCCCC.Cl[C:31]([O:33][CH2:34][C:35]1[CH:40]=[CH:39][CH:38]=[CH:37][CH:36]=1)=[O:32].[Cl-].[NH4+].